Task: Predict the product of the given reaction.. Dataset: Forward reaction prediction with 1.9M reactions from USPTO patents (1976-2016) (1) Given the reactants [N:1]1[CH:6]=[CH:5][CH:4]=[C:3]([N:7]2[C:11]([C:12]3[CH:17]=[N:16][C:15]([CH3:18])=[CH:14][N:13]=3)=[CH:10][C:9]([C:19]([OH:21])=O)=[N:8]2)[CH:2]=1.[NH2:22][C:23]1([CH2:28][OH:29])[CH2:27][CH2:26][CH2:25][CH2:24]1, predict the reaction product. The product is: [OH:29][CH2:28][C:23]1([NH:22][C:19]([C:9]2[CH:10]=[C:11]([C:12]3[CH:17]=[N:16][C:15]([CH3:18])=[CH:14][N:13]=3)[N:7]([C:3]3[CH:2]=[N:1][CH:6]=[CH:5][CH:4]=3)[N:8]=2)=[O:21])[CH2:27][CH2:26][CH2:25][CH2:24]1. (2) Given the reactants [C:1]([C:3]1[C:4]([N:16]2[CH2:21][CH2:20][CH:19]([C:22](O)=[O:23])[CH2:18][CH2:17]2)=[N:5][C:6]([CH2:14][CH3:15])=[C:7]([C:9]([O:11][CH2:12][CH3:13])=[O:10])[CH:8]=1)#[N:2].[Cl:25][C:26]1[CH:31]=[CH:30][C:29]([CH2:32][S:33]([NH2:36])(=[O:35])=[O:34])=[C:28]([F:37])[CH:27]=1, predict the reaction product. The product is: [Cl:25][C:26]1[CH:31]=[CH:30][C:29]([CH2:32][S:33]([NH:36][C:22]([CH:19]2[CH2:18][CH2:17][N:16]([C:4]3[C:3]([C:1]#[N:2])=[CH:8][C:7]([C:9]([O:11][CH2:12][CH3:13])=[O:10])=[C:6]([CH2:14][CH3:15])[N:5]=3)[CH2:21][CH2:20]2)=[O:23])(=[O:35])=[O:34])=[C:28]([F:37])[CH:27]=1. (3) Given the reactants [NH2:1][CH:2]1[CH2:7][CH2:6][N:5]([C:8]([O:10][C:11]([CH3:14])([CH3:13])[CH3:12])=[O:9])[CH2:4][CH2:3]1.C(N(CC)CC)C.C(N(C(C)C)CC)(C)C.Cl.[CH3:32][O:33][C:34](=[O:37])[CH2:35][NH2:36].[O:38]1CCC[CH2:39]1, predict the reaction product. The product is: [C:11]([O:10][C:8]([N:5]1[CH2:4][CH2:3][CH:2]([NH:1][C:39]([NH:36][CH2:35][C:34]([O:33][CH3:32])=[O:37])=[O:38])[CH2:7][CH2:6]1)=[O:9])([CH3:14])([CH3:13])[CH3:12]. (4) Given the reactants [N:1]1[C:9]([NH2:10])=[C:8]2[C:4]([N:5]=[CH:6][NH:7]2)=[N:3][CH:2]=1.[CH:11]1(C2N=C3C(NC=N3)=C(N)N=2)[O:17][C@H:16]([CH2:18][OH:19])[C@@H:14]([OH:15])[C@@H:12]1[OH:13], predict the reaction product. The product is: [CH:2]1[N:3]=[C:4]2[N:5]([C@@H:11]3[O:17][C@H:16]([CH2:18][OH:19])[C@@H:14]([OH:15])[C@@H:12]3[OH:13])[CH:6]=[N:7][C:8]2=[C:9]([NH2:10])[N:1]=1. (5) Given the reactants [NH2:1][CH2:2][C:3]1[C:4]([NH:19][C@H:20]([C:23]2[CH:28]=[CH:27][C:26]([F:29])=[CH:25][CH:24]=2)[CH2:21][OH:22])=[N:5][C:6]([NH:10][C:11]2[CH:15]=[C:14]([CH:16]3[CH2:18][CH2:17]3)[NH:13][N:12]=2)=[C:7]([F:9])[CH:8]=1.[CH3:30][S:31](O)(=[O:33])=[O:32].CCN(C(C)C)C(C)C, predict the reaction product. The product is: [CH:16]1([C:14]2[NH:13][N:12]=[C:11]([NH:10][C:6]3[N:5]=[C:4]([NH:19][C@H:20]([C:23]4[CH:24]=[CH:25][C:26]([F:29])=[CH:27][CH:28]=4)[CH2:21][OH:22])[C:3]([CH2:2][NH:1][S:31]([CH3:30])(=[O:33])=[O:32])=[CH:8][C:7]=3[F:9])[CH:15]=2)[CH2:18][CH2:17]1. (6) Given the reactants CO[C:3]([C:5]1[C:6]([OH:32])=[C:7]2[C:12](=[C:13]([C:15]#[N:16])[N:14]=1)[N:11]([CH2:17][C:18]1[CH:23]=[CH:22][CH:21]=[CH:20][CH:19]=1)[C:10](=[O:24])[C:9]([CH2:25][C:26]1[CH:31]=[CH:30][CH:29]=[CH:28][CH:27]=1)=[CH:8]2)=[O:4].[NH2:33][CH2:34][C:35]([OH:37])=[O:36].C[O-].[Na+], predict the reaction product. The product is: [CH2:17]([N:11]1[C:12]2[C:7](=[C:6]([OH:32])[C:5]([C:3]([NH:33][CH2:34][C:35]([OH:37])=[O:36])=[O:4])=[N:14][C:13]=2[C:15]#[N:16])[CH:8]=[C:9]([CH2:25][C:26]2[CH:27]=[CH:28][CH:29]=[CH:30][CH:31]=2)[C:10]1=[O:24])[C:18]1[CH:23]=[CH:22][CH:21]=[CH:20][CH:19]=1. (7) Given the reactants [CH2:1]([O:8][C:9]1[C:10]2[N:11]([N:15]=[C:16]([NH2:18])[N:17]=2)[CH:12]=[CH:13][CH:14]=1)[C:2]1[CH:7]=[CH:6][CH:5]=[CH:4][CH:3]=1.I[C:20]1[CH:36]=[CH:35][C:23]([C:24]([N:26]([CH3:34])[CH:27]2[CH2:32][CH2:31][N:30]([CH3:33])[CH2:29][CH2:28]2)=[O:25])=[CH:22][CH:21]=1, predict the reaction product. The product is: [CH2:1]([O:8][C:9]1[CH:10]2[NH:17][C:16]([NH:18][C:20]3[CH:36]=[CH:35][C:23]([C:24]([N:26]([CH3:34])[CH:27]4[CH2:32][CH2:31][N:30]([CH3:33])[CH2:29][CH2:28]4)=[O:25])=[CH:22][CH:21]=3)=[N:15][N:11]2[CH:12]=[CH:13][CH:14]=1)[C:2]1[CH:7]=[CH:6][CH:5]=[CH:4][CH:3]=1. (8) Given the reactants [CH3:1][C:2]1[CH:3]=[C:4]([C:9]2[O:13][N:12]=[CH:11][C:10]=2[C:14]([OH:16])=O)[CH:5]=[CH:6][C:7]=1[CH3:8].CN(C(ON1N=NC2C=CC=CC1=2)=[N+](C)C)C.[B-](F)(F)(F)F.Cl.[NH:40]1[CH2:45][CH2:44][CH2:43][C@H:42]([C:46]([OH:49])([CH3:48])[CH3:47])[CH2:41]1.C(N(CC)CC)C, predict the reaction product. The product is: [CH3:1][C:2]1[CH:3]=[C:4]([C:9]2[O:13][N:12]=[CH:11][C:10]=2[C:14]([N:40]2[CH2:45][CH2:44][CH2:43][C@H:42]([C:46]([OH:49])([CH3:48])[CH3:47])[CH2:41]2)=[O:16])[CH:5]=[CH:6][C:7]=1[CH3:8].